This data is from Catalyst prediction with 721,799 reactions and 888 catalyst types from USPTO. The task is: Predict which catalyst facilitates the given reaction. (1) Reactant: [F:1][C:2]1[CH:7]=[CH:6][C:5]([C:8]2[S:12][C:11]([CH3:13])=[N:10][C:9]=2[C:14]([N:16]2[CH2:21][CH2:20][CH2:19][CH2:18][CH:17]2[CH2:22][C:23](O)=O)=[O:15])=[CH:4][CH:3]=1.[CH3:26][O:27][C:28]1[CH:29]=[C:30]([NH2:35])[C:31]([NH2:34])=[CH:32][CH:33]=1. Product: [CH3:26][O:27][C:28]1[CH:33]=[CH:32][C:31]2[NH:34][C:23]([CH2:22][CH:17]3[CH2:18][CH2:19][CH2:20][CH2:21][N:16]3[C:14]([C:9]3[N:10]=[C:11]([CH3:13])[S:12][C:8]=3[C:5]3[CH:4]=[CH:3][C:2]([F:1])=[CH:7][CH:6]=3)=[O:15])=[N:35][C:30]=2[CH:29]=1. The catalyst class is: 13. (2) Reactant: [NH2:1][C:2]1[CH:7]=[CH:6][C:5]([C:8]2[CH:17]=[CH:16][C:11]3[N:12]=[C:13]([NH2:15])[S:14][C:10]=3[CH:9]=2)=[CH:4][CH:3]=1.CCN(C(C)C)C(C)C.[F:27][C:28]1[CH:33]=[CH:32][C:31]([CH2:34][C:35](O)=[O:36])=[CH:30][CH:29]=1.CN(C(ON1N=NC2C=CC=NC1=2)=[N+](C)C)C.F[P-](F)(F)(F)(F)F. Product: [NH2:15][C:13]1[S:14][C:10]2[CH:9]=[C:8]([C:5]3[CH:4]=[CH:3][C:2]([NH:1][C:35](=[O:36])[CH2:34][C:31]4[CH:32]=[CH:33][C:28]([F:27])=[CH:29][CH:30]=4)=[CH:7][CH:6]=3)[CH:17]=[CH:16][C:11]=2[N:12]=1. The catalyst class is: 20. (3) Reactant: [C:1]([C:3]1[C:4]([C:17]2[CH:22]=[CH:21][C:20]([Cl:23])=[CH:19][C:18]=2[Cl:24])=[C:5]([C:14](O)=[O:15])[S:6][C:7]=1[N:8]1[CH2:13][CH2:12][O:11][CH2:10][CH2:9]1)#[N:2].C1(P([N:39]=[N+:40]=[N-:41])(C2C=CC=CC=2)=O)C=CC=CC=1. Product: [C:1]([C:3]1[C:4]([C:17]2[CH:22]=[CH:21][C:20]([Cl:23])=[CH:19][C:18]=2[Cl:24])=[C:5]([C:14]([N:39]=[N+:40]=[N-:41])=[O:15])[S:6][C:7]=1[N:8]1[CH2:13][CH2:12][O:11][CH2:10][CH2:9]1)#[N:2]. The catalyst class is: 1. (4) Reactant: [CH2:1]([NH2:9])[CH2:2][C:3]1[CH:8]=[CH:7][CH:6]=[CH:5][CH:4]=1.C(=O)([O-])[O-].[Na+].[Na+].Cl[C:17]([O:19][CH2:20][CH3:21])=[O:18]. Product: [CH2:1]([NH:9][C:17](=[O:18])[O:19][CH2:20][CH3:21])[CH2:2][C:3]1[CH:8]=[CH:7][CH:6]=[CH:5][CH:4]=1. The catalyst class is: 84. (5) Reactant: [O:1]1[C:5]2[CH:6]=[CH:7][C:8]([CH2:10][C:11](=[N:13][NH:14][C:15](=[S:17])[NH2:16])[CH3:12])=[CH:9][C:4]=2[O:3][CH2:2]1.Br[CH2:19][C:20]([C:22]1[CH:27]=[CH:26][C:25]([F:28])=[CH:24][CH:23]=1)=O. Product: [O:1]1[C:5]2[CH:6]=[CH:7][C:8]([CH2:10][C:11](=[N:13][NH:14][C:15]3[S:17][CH:19]=[C:20]([C:22]4[CH:27]=[CH:26][C:25]([F:28])=[CH:24][CH:23]=4)[N:16]=3)[CH3:12])=[CH:9][C:4]=2[O:3][CH2:2]1. The catalyst class is: 1. (6) Reactant: [CH:1]1([CH2:6][N:7]([CH2:18][CH3:19])[C:8]2[C:13]([C:14]#N)=[CH:12][CH:11]=[C:10]([CH2:16][CH3:17])[N:9]=2)[CH2:5][CH2:4][CH2:3][CH2:2]1.[H-].C([Al+]CC(C)C)C(C)C.[OH-:30].[Na+]. Product: [CH:1]1([CH2:6][N:7]([CH2:18][CH3:19])[C:8]2[N:9]=[C:10]([CH2:16][CH3:17])[CH:11]=[CH:12][C:13]=2[CH:14]=[O:30])[CH2:5][CH2:4][CH2:3][CH2:2]1. The catalyst class is: 4.